This data is from Experimentally validated miRNA-target interactions with 360,000+ pairs, plus equal number of negative samples. The task is: Binary Classification. Given a miRNA mature sequence and a target amino acid sequence, predict their likelihood of interaction. (1) The miRNA is hsa-miR-106a-3p with sequence CUGCAAUGUAAGCACUUCUUAC. The protein sequence of the target gene is MSPGLLTTRKEALMAFRDVAVAFTQKEWKLLSSAQRTLYREVMLENYSHLVSLGIAFSKPKLIEQLEQGDEPWREENEHLLDLCPEPRTEFQPSFPHLVAFSSSQLLRQYALSGHPTQIFPSSSAGGDFQLEAPRCSSEKGESGETEGPDSSLRKRPSRISRTFFSPHQGDPVEWVEGNREGGTDLRLAQRMSLGGSDTMLKGADTSESGAVIRGNYRLGLSKKSSLFSHQKHHVCPECGRGFCQRSDLIKHQRTHTGEKPYLCPECGRRFSQKASLSIHQRKHSGEKPYVCRECGRHFR.... Result: 0 (no interaction). (2) The miRNA is mmu-miR-709 with sequence GGAGGCAGAGGCAGGAGGA. The protein sequence of the target gene is MLLSVTSRPGISTFGYNKNNKKLYVAQQMAPPSPRNSTPNSSGGGGGGSGGNDQLSKTNLYIRGLQPGTTDQDLVKLCQPYGKIVSTKAILDKTTNKCKGYGFVDFDSPSSAQKAVTALKASGVQAQMAKQQEQDPTNLYISNLPLSMDEQELEGMLKPFGQVISTRILRDTSGASRGVGFARMESTEKCEAIITHFNGKYIKTPPGVAAPSDPLLCKFADGGPKKRQSQGRYVQNGRAWPRNGDMGGMALTYDPTAALQNGFYAAPYSIAHSRMLAQSALAPYLPSPVSSYQGSVLTPG.... Result: 1 (interaction). (3) Result: 0 (no interaction). The miRNA is cel-miR-74-3p with sequence UGGCAAGAAAUGGCAGUCUACA. The protein sequence of the target gene is MAAAAYVDHFAAECLVSMSSRAVVHEPREGPEPRPEGAAAAAPTLPRVDERRDGKDSASLFVVARILADLNQQAPAPAPAERREGAAARKARTPCRLPPAPPAPPPGPEPASPGQAGAPAAPPSPAWSEPEAALEQEPGPAGSGEPGLRQRGRRGRSRADLESPQRKHKCHYAGCEKVYGKSSHLKAHLRTHTGERPFACSWQECNKKFARSDELARHYRTHTGEKKFSCPICEKRFMRSDHLTKHARRHANFHPGMLQRRGGGSRTGSLSDYSRSDASSPTISPASSP. (4) The miRNA is hsa-miR-512-3p with sequence AAGUGCUGUCAUAGCUGAGGUC. The protein sequence of the target gene is MEDKQETCPKGDSDFVSDKVNFKTEEDDDQTPCHSLEQVDFKSESEDMRQTDSGDEQADIRAASCACQPSGKFLAAESEDDYGSLFSQYSSTLYSVAMEAVTQSLLSSRHISSRKKSPAWKHFFISPRDSTKAICTYCMKEFSRGKNEKDLSTSCLMRHVRRAHPTKLIQENGSLSAGSSFSPPSLLLPPQPADVGDLSTVLSPVRLVQKMAPKIPSPDQIMEESVTVVSSEELSSDVSVTEKYSREEALAGSSPNLSMLHYDDASETMADRNLSLPKSTSGSRRRSAVWKHFYLSPLDS.... Result: 0 (no interaction). (5) The miRNA is hsa-miR-491-5p with sequence AGUGGGGAACCCUUCCAUGAGG. The protein sequence of the target gene is MSRQLSRARPATVLGAMEMGRRMDAPTSAAVTRAFLERGHTEIDTAFLYSDGQSETILGGLGLRMGSSDCRVKIATKANPWIGNSLKPDSVRSQLETSLKRLQCPRVDLFYLHAPDHSAPVEETLRACHQLHQEGKFVELGLSNYAAWEVAEICTLCKSNGWILPTVYQGMYSATTRQVETELFPCLRHFGLRFYAYNPLAGGLLTGKYKYEDKDGKQPVGRFFGTQWAEIYRNHFWKEHHFEGIALVEKALQAAYGASAPSMTSAALRWMYHHSQLQGAHGDAVILGMSSLEQLEQNLA.... Result: 0 (no interaction). (6) The miRNA is hsa-miR-501-5p with sequence AAUCCUUUGUCCCUGGGUGAGA. The protein sequence of the target gene is MAKPTSKDSGLKEKFKILLGLGTSRPNPRCAEGKQTEFIITAEILRELSGECGLNNRIRMIGQICDVAKTKKLEEHAVEALWKAVSDLLQPERPPEARHAVLALLKAIVQGQGDRLGVLRALFFKVIKDYPSNEDLHERLEVFKALTDNGRHITYLEEELAEFVLQWMDVGLSSEFLLVLVNLVKFNSCYLDEYIAPMVHMICLLCIRTVSSVDIEVSLQVLDAVVCYNCLPAESLPLFIITLCRTVNVKELCEPCWKLMRNLLGTHLGHSAIYNMCRIMENRSYMEDAPLLRGAVFFVG.... Result: 0 (no interaction). (7) The miRNA is mmu-miR-292a-3p with sequence AAAGUGCCGCCAGGUUUUGAGUGU. The protein sequence of the target gene is MEVEEAFQAVGEMGIYQMYLCFLLAVLLQLYVATEAILIALVGATPSYHWDLAELLPNQSHGNQSAGEDQAFGDWLLTANGSEIHKHVHFSSSFTSIASEWFLIANRSYKVSAASSFFFSGVFVGVISFGQLSDRFGRKKVYLTGFALDILFAIANGFSPSYEFFAVTRFLVGMMNGGMSLVAFVLLNECVGTAYWALAGSIGGLFFAVGIAQYALLGYFIRSWRTLAILVNLQGTVVFLLSLFIPESPRWLYSQGRLSEAEEALYLIAKRNRKLKCTFSLTHPANRSCRETGSFLDLFR.... Result: 0 (no interaction). (8) The miRNA is mmu-miR-1843b-5p with sequence AUGGAGGUCUCUGUCUGACUU. The protein sequence of the target gene is MPSPAPPTELLPWERAVVLLSCALSALGSGLLVATHALWPDLRSRARRLLLFLSLADLLSAASYFYGVLQDFAGTSWDCVLQGALSTFANTSSFFWTVAIALYLYLSIVRTTRGPSTDHLIWAFHLISWGVPLAITVAAVSLKKIGYDASDVSVGWCWINLEAEDRVLWMLLTGKLWEMLAYILLPLLYLLVRKHINRAHQALSEYRPICEGRQLQRGSSTSTADKKLVLIPLIFICLRVWSTVRFVLTLCGSPAVQTPVLVVLHGIGNTFQGGANCIMFVLCTRAVRTRLFSLCCCCPR.... Result: 1 (interaction). (9) Result: 0 (no interaction). The miRNA is cel-miR-1019-5p with sequence GUGAGCAUUGUUCGAGUUUCAUUUU. The protein sequence of the target gene is MDASLEKIADPTLAEMGKNLKEAMRMLEKSPRRTEEENGKKPVSEDIPGPLQGSGQDMVSILQLVQNLMHGDEDEEPQSTRIQNIGEQGHMALLGHSLGAYISTLDKEKLRKLTTRILSDTTLWLRRIFRYENGCAYFHEEEREGLAKICRLAIHSRYEDFVVDGFNVLYNKKPVIYLSAAARPGLGQYLCNQLGLPFPCLCRVPCNTMFGSQHQMDVAFLEKLIKDDVERGRLPLLLVANAGTAAVGHTDKIGRLKELCEQYGIWLHVEGVNLATLALGYVSSSVLAATKCDSMTLTPG....